This data is from Full USPTO retrosynthesis dataset with 1.9M reactions from patents (1976-2016). The task is: Predict the reactants needed to synthesize the given product. Given the product [CH2:1]([C@H:3]([N:7]1[CH2:11][CH2:10][CH2:9][C:8]1=[O:12])[C:4]([NH2:15])=[O:5])[CH3:2], predict the reactants needed to synthesize it. The reactants are: [CH2:1]([C@H:3]([N:7]1[CH2:11][CH2:10][CH2:9][C:8]1=[O:12])[C:4](O)=[O:5])[CH3:2].C([N:15](CC)CC)C.CS(Cl)(=O)=O.